Dataset: Full USPTO retrosynthesis dataset with 1.9M reactions from patents (1976-2016). Task: Predict the reactants needed to synthesize the given product. (1) Given the product [N:17]1[CH:16]=[CH:15][C:14]([CH2:13][O:12][C:11]2[CH:10]=[C:9]([C:50]3[N:49]=[C:48]([NH:31][C:32]4[CH:33]=[C:34]5[C:38](=[CH:39][CH:40]=4)[NH:37][N:36]=[CH:35]5)[CH:53]=[CH:52][N:51]=3)[CH:22]=[CH:21][CH:20]=2)=[CH:19][CH:18]=1, predict the reactants needed to synthesize it. The reactants are: CC1(C)C(C)(C)OB([C:9]2[CH:10]=[C:11]([CH:20]=[CH:21][CH:22]=2)[O:12][CH2:13][C:14]2[CH:19]=[CH:18][N:17]=[CH:16][CH:15]=2)O1.C(OC([N:31]([C:48]1[CH:53]=[CH:52][N:51]=[C:50](Cl)[N:49]=1)[C:32]1[CH:33]=[C:34]2[C:38](=[CH:39][CH:40]=1)[N:37](C(OC(C)(C)C)=O)[N:36]=[CH:35]2)=O)(C)(C)C.C([O-])([O-])=O.[Na+].[Na+].CC(OC(OC(OC(C)(C)C)=O)=O)(C)C. (2) Given the product [F:17][C:14]1[CH:15]=[CH:16][C:11]([C@@H:9]([NH:8][C:6]2[N:5]=[C:4]([NH:18][C:19]3[CH:24]=[N:23][CH:22]=[CH:21][N:20]=3)[CH:3]=[C:2]([O:73][CH2:67][CH:68]3[CH2:69][CH2:70][CH2:71][O:72]3)[N:7]=2)[CH3:10])=[CH:12][CH:13]=1, predict the reactants needed to synthesize it. The reactants are: Cl[C:2]1[N:7]=[C:6]([NH:8][C@H:9]([C:11]2[CH:16]=[CH:15][C:14]([F:17])=[CH:13][CH:12]=2)[CH3:10])[N:5]=[C:4]([NH:18][C:19]2[CH:24]=[N:23][CH:22]=[CH:21][N:20]=2)[CH:3]=1.P([O-])([O-])([O-])=O.[K+].[K+].[K+].C1(P(C2CCCCC2)C2C=CC=CC=2C2C(C(C)C)=CC(C(C)C)=CC=2C(C)C)CCCCC1.[CH2:67]([OH:73])[CH:68]1[O:72][CH2:71][CH2:70][CH2:69]1. (3) Given the product [F:1][C:2]1[C:11]([F:12])=[C:10]2[C:5]([CH2:6][CH2:7][CH2:8][O:9]2)=[C:4]2[CH:13]=[C:14]([CH:15]3[CH2:20][CH2:19][CH:18]([CH2:21][CH2:22][CH3:23])[CH2:17][CH2:16]3)[O:24][C:3]=12, predict the reactants needed to synthesize it. The reactants are: [F:1][C:2]1[C:11]([F:12])=[C:10]2[C:5]([CH2:6][CH2:7][CH2:8][O:9]2)=[C:4]([C:13]#[C:14][CH:15]2[CH2:20][CH2:19][CH:18]([CH2:21][CH2:22][CH3:23])[CH2:17][CH2:16]2)[C:3]=1[OH:24].CN(CCN(C)C)C.C([Zn]CC)C.[Cl-].[NH4+]. (4) Given the product [C:1]1([C:29]2[CH:34]=[CH:33][CH:32]=[CH:31][CH:30]=2)[CH:2]=[CH:3][C:4]([CH2:7][N:8]2[CH:16]=[C:15]3[C:10]([NH:11][C:12](=[O:19])[N:13]([CH3:18])[C:14]3=[O:17])=[N:9]2)=[CH:5][CH:6]=1, predict the reactants needed to synthesize it. The reactants are: [C:1]1([C:29]2[CH:34]=[CH:33][CH:32]=[CH:31][CH:30]=2)[CH:6]=[CH:5][C:4]([CH2:7][N:8]2[CH:16]=[C:15]3[C:10]([N:11](CC4C=CC(OC)=CC=4)[C:12](=[O:19])[N:13]([CH3:18])[C:14]3=[O:17])=[N:9]2)=[CH:3][CH:2]=1.[N+]([O-])([O-])=O.[Ce+4].[NH4+].[N+]([O-])([O-])=O.[N+]([O-])([O-])=O.[N+]([O-])([O-])=O.[N+]([O-])([O-])=O.O=[N+]([O-])[O-].[O-][N+](=O)[O-].[O-][N+](=O)[O-].[O-][N+](=O)[O-].[O-][N+](=O)[O-].[O-][N+](=O)[O-].[Ce+4].[NH4+].[NH4+]. (5) Given the product [F:25][C:22]1[CH:23]=[CH:24][C:19]([C@@H:17]([OH:18])[CH2:16][CH2:15][CH2:14][C:13]([N:9]2[C@@H:8]([C:3]3[CH:4]=[CH:5][CH:6]=[CH:7][CH:2]=3)[CH2:12][O:11][C:10]2=[O:27])=[O:26])=[CH:20][CH:21]=1, predict the reactants needed to synthesize it. The reactants are: O=[C:2]1[CH:7]=[CH:6][CH:5]=[CH:4][CH:3]1[C@H:8]1[CH2:12][O:11][CH2:10][N:9]1[C:13](=[O:26])[CH2:14][CH2:15][CH2:16][C:17]([C:19]1[CH:24]=[CH:23][C:22]([F:25])=[CH:21][CH:20]=1)=[O:18].[O:27]=C[C@@H]([C@H]([C@@H]([C@@H](CO)O)O)O)O.P([O-])([O-])([O-])=O.[K+].[K+].[K+].S([O-])([O-])(=O)=O.[Mg+2].[OH-].[Na+]. (6) The reactants are: [OH-].[Na+].CCO.[Cl:6][C:7]1[C:8]([N:34]2[CH2:39][CH2:38][CH:37]([C:40]([O:42]CC)=[O:41])[CH2:36][CH2:35]2)=[N:9][CH:10]=[C:11]([C:13](=[O:33])[NH:14][C:15]2[S:16][C:17]([CH2:26][N:27]([CH2:29][CH2:30][O:31][CH3:32])[CH3:28])=[C:18]([C:20]3[S:21][CH:22]=[C:23]([Cl:25])[CH:24]=3)[N:19]=2)[CH:12]=1.Cl. Given the product [ClH:6].[Cl:6][C:7]1[C:8]([N:34]2[CH2:39][CH2:38][CH:37]([C:40]([OH:42])=[O:41])[CH2:36][CH2:35]2)=[N:9][CH:10]=[C:11]([C:13](=[O:33])[NH:14][C:15]2[S:16][C:17]([CH2:26][N:27]([CH2:29][CH2:30][O:31][CH3:32])[CH3:28])=[C:18]([C:20]3[S:21][CH:22]=[C:23]([Cl:25])[CH:24]=3)[N:19]=2)[CH:12]=1, predict the reactants needed to synthesize it.